Dataset: Catalyst prediction with 721,799 reactions and 888 catalyst types from USPTO. Task: Predict which catalyst facilitates the given reaction. (1) Reactant: [Br:1][C:2]1[CH:3]=[CH:4][C:5](F)=[C:6]([CH:9]=1)[C:7]#[N:8].[NH2:11][CH:12]1[CH2:17][CH2:16][N:15]([C:18]([O:20][C:21]([CH3:24])([CH3:23])[CH3:22])=[O:19])[CH2:14][CH2:13]1. Product: [Br:1][C:2]1[CH:3]=[CH:4][C:5]([NH:11][CH:12]2[CH2:13][CH2:14][N:15]([C:18]([O:20][C:21]([CH3:24])([CH3:23])[CH3:22])=[O:19])[CH2:16][CH2:17]2)=[C:6]([C:7]#[N:8])[CH:9]=1. The catalyst class is: 22. (2) Reactant: [Br:1][C:2]1[CH:10]=[C:9]2[C:5]([C:6]3[CH2:14][CH2:13][N:12]([C:15]([O:17][C:18]([CH3:21])([CH3:20])[CH3:19])=[O:16])[CH2:11][C:7]=3[NH:8]2)=[CH:4][CH:3]=1.[H-].[Na+].[CH3:24]I. Product: [Br:1][C:2]1[CH:10]=[C:9]2[C:5]([C:6]3[CH2:14][CH2:13][N:12]([C:15]([O:17][C:18]([CH3:21])([CH3:20])[CH3:19])=[O:16])[CH2:11][C:7]=3[N:8]2[CH3:24])=[CH:4][CH:3]=1. The catalyst class is: 85. (3) Reactant: [Cl:1][C:2]1[CH:7]=[C:6]([O:8][CH3:9])[CH:5]=[C:4]([O:10][CH3:11])[CH:3]=1.CN(CCN(C)C)C.[CH2:20]([O:22]CC)C.[Li]CCCC.Cl. Product: [Cl:1][C:2]1[CH:3]=[C:4]([O:10][CH3:11])[C:5]([CH:20]=[O:22])=[C:6]([O:8][CH3:9])[CH:7]=1. The catalyst class is: 3. (4) Reactant: C(C(CCC)=O)=C.N12CCCN=C1CCCCC2.C[O-].[Na+].CO.[CH2:24]([C:28]1([CH2:42][CH2:43][C:44](=[O:48])[CH2:45][CH2:46][CH3:47])[CH2:36][C:35]2[C:30](=[CH:31][C:32]([F:40])=[C:33]([O:38][CH3:39])[C:34]=2[Cl:37])[C:29]1=O)[CH2:25][CH2:26][CH3:27].Cl. Product: [CH2:24]([C:28]12[CH2:42][CH2:43][C:44](=[O:48])[C:45]([CH2:46][CH3:47])=[C:29]1[C:30]1[C:35](=[C:34]([Cl:37])[C:33]([O:38][CH3:39])=[C:32]([F:40])[CH:31]=1)[CH2:36]2)[CH2:25][CH2:26][CH3:27]. The catalyst class is: 506. (5) Reactant: [F:1][C:2]([F:15])([F:14])[O:3][C:4]1[CH:9]=[CH:8][C:7]([S:10](Cl)(=[O:12])=[O:11])=[CH:6][CH:5]=1.Cl.O.[NH:18]1[CH2:23][CH2:22][C:21](=[O:24])[CH2:20][CH2:19]1.C(N(CC)C(C)C)(C)C. Product: [F:1][C:2]([F:15])([F:14])[O:3][C:4]1[CH:9]=[CH:8][C:7]([S:10]([N:18]2[CH2:23][CH2:22][C:21](=[O:24])[CH2:20][CH2:19]2)(=[O:12])=[O:11])=[CH:6][CH:5]=1. The catalyst class is: 42. (6) Reactant: [CH3:1][S:2][C:3]1[CH:4]=[C:5]([CH2:9]O)[CH:6]=[CH:7][CH:8]=1.S(Cl)([Cl:13])=O. Product: [Cl:13][CH2:9][C:5]1[CH:6]=[CH:7][CH:8]=[C:3]([S:2][CH3:1])[CH:4]=1. The catalyst class is: 48.